Predict the reactants needed to synthesize the given product. From a dataset of Full USPTO retrosynthesis dataset with 1.9M reactions from patents (1976-2016). (1) Given the product [F:1][C:2]([F:35])([F:34])[C:3]1[CH:4]=[C:5]([C:13]([N:15]2[CH2:20][CH2:19][C@H:18]([C:21]3[CH:26]=[CH:25][CH:24]=[C:23]([N:36]4[CH2:40][CH2:39][CH2:38][CH2:37]4)[CH:22]=3)[C@H:17]([C:28]3[CH:33]=[CH:32][CH:31]=[CH:30][CH:29]=3)[CH2:16]2)=[O:14])[CH:6]=[C:7]([C:9]([F:12])([F:11])[F:10])[CH:8]=1, predict the reactants needed to synthesize it. The reactants are: [F:1][C:2]([F:35])([F:34])[C:3]1[CH:4]=[C:5]([C:13]([N:15]2[CH2:20][CH2:19][C@H:18]([C:21]3[CH:26]=[CH:25][CH:24]=[C:23](Br)[CH:22]=3)[C@H:17]([C:28]3[CH:33]=[CH:32][CH:31]=[CH:30][CH:29]=3)[CH2:16]2)=[O:14])[CH:6]=[C:7]([C:9]([F:12])([F:11])[F:10])[CH:8]=1.[NH:36]1[CH2:40][CH2:39][CH2:38][CH2:37]1. (2) Given the product [CH3:1][O:2][C:3]1[CH:4]=[C:5]([CH:15]=[CH:16][CH:17]=1)[O:6][C:7]1[CH:14]=[CH:13][C:10]([CH2:11][NH:12][C:21](=[O:22])[C:20]2[CH:24]=[CH:25][C:26]([CH3:28])=[N:27][C:19]=2[NH2:18])=[CH:9][CH:8]=1, predict the reactants needed to synthesize it. The reactants are: [CH3:1][O:2][C:3]1[CH:4]=[C:5]([CH:15]=[CH:16][CH:17]=1)[O:6][C:7]1[CH:14]=[CH:13][C:10]([CH2:11][NH2:12])=[CH:9][CH:8]=1.[NH2:18][C:19]1[N:27]=[C:26]([CH3:28])[CH:25]=[CH:24][C:20]=1[C:21](O)=[O:22].ON1C2C=CC=CC=2N=N1.CCN=C=NCCCN(C)C. (3) Given the product [C:1]([O:5][C:6]([N:8]1[CH2:9][CH2:10][N:11]([C:14]2[CH:19]=[C:18]([NH2:20])[CH:17]=[CH:16][C:15]=2[O:23][C:24]([F:26])([F:27])[F:25])[CH2:12][CH2:13]1)=[O:7])([CH3:4])([CH3:2])[CH3:3], predict the reactants needed to synthesize it. The reactants are: [C:1]([O:5][C:6]([N:8]1[CH2:13][CH2:12][N:11]([C:14]2[CH:19]=[C:18]([N+:20]([O-])=O)[CH:17]=[CH:16][C:15]=2[O:23][C:24]([F:27])([F:26])[F:25])[CH2:10][CH2:9]1)=[O:7])([CH3:4])([CH3:3])[CH3:2]. (4) Given the product [CH3:28][N:8]([CH3:9])[CH2:3][CH2:4][CH2:5][NH:6][C:11]1[CH:24]=[C:23]2[C:14]([C:15](=[O:27])[N:16]([CH2:25][CH3:26])[C:17]3[CH:18]=[CH:19][CH:20]=[CH:21][C:22]=32)=[CH:13][CH:12]=1, predict the reactants needed to synthesize it. The reactants are: CN[C:3]([NH:8][CH3:9])(N)[CH2:4][CH2:5][NH2:6].Cl[C:11]1[CH:24]=[C:23]2[C:14]([C:15](=[O:27])[N:16]([CH2:25][CH3:26])[C:17]3[CH:18]=[CH:19][CH:20]=[CH:21][C:22]=32)=[CH:13][CH:12]=1.[CH:28]1(P(C2CCCCC2)C2C=C(C3C=CC=CC=3N(C)C)C=CC=2)CCCCC1.P([O-])([O-])([O-])=O.[K+].[K+].[K+].